From a dataset of Forward reaction prediction with 1.9M reactions from USPTO patents (1976-2016). Predict the product of the given reaction. (1) Given the reactants CCOC(/N=N/C(OCC)=O)=O.[OH:13][C:14]1[CH:15]=[CH:16][C:17]2[O:21][CH:20]=[CH:19][C:18]=2[CH:22]=1.[C:36]1(P([C:36]2[CH:41]=[CH:40][CH:39]=[CH:38][CH:37]=2)[C:36]2[CH:41]=[CH:40][CH:39]=[CH:38][CH:37]=2)[CH:41]=[CH:40][CH:39]=[CH:38][CH:37]=1.C1(CO)CCCC1, predict the reaction product. The product is: [CH:38]1([CH2:37][O:13][C:14]2[CH:15]=[CH:16][C:17]3[O:21][CH:20]=[CH:19][C:18]=3[CH:22]=2)[CH2:39][CH2:40][CH2:41][CH2:36]1. (2) The product is: [Cl:17][CH:18]([Cl:22])[C:19]([NH:5][C:4]1[CH:6]=[CH:7][CH:8]=[CH:9][C:3]=1[C:1]#[CH:2])=[O:20]. Given the reactants [C:1]([C:3]1[CH:9]=[CH:8][CH:7]=[CH:6][C:4]=1[NH2:5])#[CH:2].C(N(CC)CC)C.[Cl:17][CH:18]([Cl:22])[C:19](Cl)=[O:20], predict the reaction product.